Dataset: Reaction yield outcomes from USPTO patents with 853,638 reactions. Task: Predict the reaction yield, written as a fraction of the theoretical maximum amount of product (1.0 means a 100% yield; for example, 0.34 means a 34% yield). (1) The reactants are [CH3:1][CH:2]([CH3:20])[CH:3]=[C:4]1[CH2:9][CH2:8][CH:7]([CH:10]2[CH2:19][CH2:18][C:13]3([O:17][CH2:16][CH2:15][O:14]3)[CH2:12][CH2:11]2)[CH2:6][CH2:5]1.C1([SiH3])C=CC=CC=1.C(OO)(C)(C)C. The catalyst is CC(O)C.CCCCCCCCCC.CC(C)(C)/C(/O)=C/C(C(C)(C)C)=O.CC(C)(C)/C(/O)=C/C(C(C)(C)C)=O.CC(C)(C)/C(/O)=C/C(C(C)(C)C)=O.[Mn]. The product is [CH2:3]([CH:4]1[CH2:5][CH2:6][CH:7]([CH:10]2[CH2:19][CH2:18][C:13]3([O:14][CH2:15][CH2:16][O:17]3)[CH2:12][CH2:11]2)[CH2:8][CH2:9]1)[CH:2]([CH3:20])[CH3:1]. The yield is 0.380. (2) The reactants are C[O:2][C:3](=O)[C:4]1[CH:9]=[CH:8][C:7]([N:10]2[C:17](=[S:18])[N:16]([C:19]3[CH:24]=[CH:23][C:22]([C:25]#[N:26])=[C:21]([C:27]([F:30])([F:29])[F:28])[CH:20]=3)[C:15](=[O:31])[C:11]32[CH2:14][CH2:13][CH2:12]3)=[CH:6][CH:5]=1.[CH3:33][NH2:34]. No catalyst specified. The product is [CH3:33][NH:34][C:3](=[O:2])[C:4]1[CH:9]=[CH:8][C:7]([N:10]2[C:17](=[S:18])[N:16]([C:19]3[CH:24]=[CH:23][C:22]([C:25]#[N:26])=[C:21]([C:27]([F:29])([F:30])[F:28])[CH:20]=3)[C:15](=[O:31])[C:11]32[CH2:12][CH2:13][CH2:14]3)=[CH:6][CH:5]=1. The yield is 0.840. (3) The reactants are [Br:1][C:2]1[CH:7]=[C:6]([Cl:8])[CH:5]=[C:4]([F:9])[C:3]=1[OH:10].C([O-])([O-])=O.[Na+].[Na+].[CH3:17][C:18](C)=O. No catalyst specified. The product is [Br:1][C:2]1[CH:7]=[C:6]([Cl:8])[CH:5]=[C:4]([F:9])[C:3]=1[O:10][CH2:17][CH3:18]. The yield is 0.900.